The task is: Predict the reaction yield, written as a fraction of the theoretical maximum amount of product (1.0 means a 100% yield; for example, 0.34 means a 34% yield).. This data is from Reaction yield outcomes from USPTO patents with 853,638 reactions. The reactants are [OH:1][C:2]1[CH:3]=[CH:4][C:5]2[N:9]=[C:8]([CH2:10][O:11][C:12]3[CH:13]=[C:14]([CH:19]=[CH:20][CH:21]=3)[C:15]([O:17][CH3:18])=[O:16])[N:7]([CH3:22])[C:6]=2[CH:23]=1.[Br:24][C:25]1[C:26]([Cl:32])=[N:27][C:28](F)=[CH:29][CH:30]=1.N1C2C(=CC=C3C=2N=CC=C3)C=CC=1.C(=O)([O-])[O-].[Cs+].[Cs+]. The catalyst is [Cu](I)I.CN(C=O)C. The product is [Br:24][C:25]1[CH:30]=[CH:29][C:28]([O:1][C:2]2[CH:3]=[CH:4][C:5]3[N:9]=[C:8]([CH2:10][O:11][C:12]4[CH:13]=[C:14]([CH:19]=[CH:20][CH:21]=4)[C:15]([O:17][CH3:18])=[O:16])[N:7]([CH3:22])[C:6]=3[CH:23]=2)=[N:27][C:26]=1[Cl:32]. The yield is 0.680.